This data is from Reaction yield outcomes from USPTO patents with 853,638 reactions. The task is: Predict the reaction yield, written as a fraction of the theoretical maximum amount of product (1.0 means a 100% yield; for example, 0.34 means a 34% yield). (1) The catalyst is O1CCCC1.CO.ClCCl. The yield is 0.348. The reactants are CC1(C)[O:6][C@@H:5]([C@H:7]2[O:11][N:10]=[C:9]([C:12]3[N:17]=[CH:16][C:15]([C:18]4[CH:23]=[CH:22][C:21]([N:24]5[CH2:28][C@H:27]([CH2:29][N:30]6[CH:34]=[CH:33][N:32]=[N:31]6)[O:26][C:25]5=[O:35])=[CH:20][C:19]=4[F:36])=[CH:14][CH:13]=3)[CH2:8]2)[CH2:4][O:3]1.Cl.CC[NH+](CC)CC.CC[NH+](CC)CC.C([O-])([O-])=O. The product is [OH:6][C@@H:5]([C@H:7]1[O:11][N:10]=[C:9]([C:12]2[N:17]=[CH:16][C:15]([C:18]3[CH:23]=[CH:22][C:21]([N:24]4[CH2:28][C@H:27]([CH2:29][N:30]5[CH:34]=[CH:33][N:32]=[N:31]5)[O:26][C:25]4=[O:35])=[CH:20][C:19]=3[F:36])=[CH:14][CH:13]=2)[CH2:8]1)[CH2:4][OH:3]. (2) The reactants are [F:1][C:2]([F:29])([F:28])[C:3]1[CH:4]=[CH:5][C:6]2[C:10]([N:11]3[CH2:16][CH2:15][N:14]([CH2:17][C@@H:18]4[CH2:20][C@H:19]4[CH2:21]OS(C)(=O)=O)[CH2:13][CH2:12]3)=[CH:9][S:8][C:7]=2[CH:27]=1.[N-:30]=[N+:31]=[N-:32].[Na+]. The catalyst is CC#N. The product is [N:30]([CH2:21][C@@H:19]1[CH2:20][C@H:18]1[CH2:17][N:14]1[CH2:13][CH2:12][N:11]([C:10]2[C:6]3[CH:5]=[CH:4][C:3]([C:2]([F:28])([F:29])[F:1])=[CH:27][C:7]=3[S:8][CH:9]=2)[CH2:16][CH2:15]1)=[N+:31]=[N-:32]. The yield is 0.430. (3) The reactants are [CH3:1][O:2][C:3]1[CH:4]=[C:5]2[C:13](=O)[C:12]([C:15]3[CH:16]=[CH:17][C:18]([OH:21])=[CH:19][CH:20]=3)=[CH:11][O:10][C:6]2=[CH:7][C:8]=1[OH:9]. The catalyst is C(O)C.[Pd]. The product is [OH:9][C:8]1[CH:7]=[C:6]2[C:5]([CH2:13][CH:12]([C:15]3[CH:16]=[CH:17][C:18]([OH:21])=[CH:19][CH:20]=3)[CH2:11][O:10]2)=[CH:4][C:3]=1[O:2][CH3:1]. The yield is 0.900.